This data is from Forward reaction prediction with 1.9M reactions from USPTO patents (1976-2016). The task is: Predict the product of the given reaction. (1) The product is: [C:1]([C:3]1[C:4]2[N:13]([CH:14]3[CH2:18][CH2:17][CH2:16][CH2:15]3)[CH:12]=[C:11]([NH:19][C:20]3[CH:21]=[C:22]([CH:27]=[CH:28][CH:29]=3)[C:23]([OH:25])=[O:24])[C:5]=2[C:6]([O:9][CH3:10])=[N:7][CH:8]=1)#[N:2]. Given the reactants [C:1]([C:3]1[C:4]2[N:13]([CH:14]3[CH2:18][CH2:17][CH2:16][CH2:15]3)[CH:12]=[C:11]([NH:19][C:20]3[CH:21]=[C:22]([CH:27]=[CH:28][CH:29]=3)[C:23]([O:25]C)=[O:24])[C:5]=2[C:6]([O:9][CH3:10])=[N:7][CH:8]=1)#[N:2].CO.C1COCC1.[OH-].[Na+], predict the reaction product. (2) The product is: [C:30]1([C@@H:23]([CH2:22][C:19]2[CH:18]=[CH:17][C:16]([O:15][CH2:45][CH2:44][C:42]3[CH:41]=[CH:40][CH:39]=[C:38]([NH:37][CH3:36])[N:43]=3)=[CH:21][CH:20]=2)[CH2:24][C:25]([O:27][CH2:28][CH3:29])=[O:26])[CH:31]=[CH:32][CH:33]=[CH:34][CH:35]=1. Given the reactants N(C(OC(C)C)=O)=NC(OC(C)C)=O.[OH:15][C:16]1[CH:21]=[CH:20][C:19]([CH2:22][C@H:23]([C:30]2[CH:35]=[CH:34][CH:33]=[CH:32][CH:31]=2)[CH2:24][C:25]([O:27][CH2:28][CH3:29])=[O:26])=[CH:18][CH:17]=1.[CH3:36][NH:37][C:38]1[N:43]=[C:42]([CH:44](O)[CH3:45])[CH:41]=[CH:40][CH:39]=1.C1(P(C2C=CC=CC=2)C2C=CC=CC=2)C=CC=CC=1, predict the reaction product. (3) Given the reactants [CH2:1]([OH:8])[C:2]1[CH:7]=[CH:6][CH:5]=[CH:4][CH:3]=1.[H-].[Na+].[CH:11]1([NH:14][C:15]2[N:20]3[N:21]=[CH:22][C:23](/[CH:24]=[C:25]4/[C:26](=[O:31])[NH:27][C:28](=[O:30])[NH:29]/4)=[C:19]3[N:18]=[C:17](S(C)(=O)=O)[N:16]=2)[CH2:13][CH2:12]1.C1(NC2N3N=CC(/C=C4/C(=O)NC(=O)N/4)=C3N=C(S(C)=O)N=2)CC1, predict the reaction product. The product is: [CH2:1]([O:8][C:17]1[N:16]=[C:15]([NH:14][CH:11]2[CH2:13][CH2:12]2)[N:20]2[N:21]=[CH:22][C:23](/[CH:24]=[C:25]3/[C:26](=[O:31])[NH:27][C:28](=[O:30])[NH:29]/3)=[C:19]2[N:18]=1)[C:2]1[CH:7]=[CH:6][CH:5]=[CH:4][CH:3]=1. (4) Given the reactants [CH:1]1([N:7]2[CH2:13][C:12]([CH3:15])([CH3:14])[C:11](=[O:16])[N:10]([CH3:17])[C:9]3[CH:18]=[N:19][C:20]([NH:22][C:23]4[CH:31]=[CH:30][C:26]([C:27]([OH:29])=O)=[CH:25][C:24]=4[O:32][CH3:33])=[N:21][C:8]2=3)[CH2:6][CH2:5][CH2:4][CH2:3][CH2:2]1.[NH2:34][CH:35]1[CH2:41][CH2:40][CH2:39][N:38](C(OC(C)(C)C)=O)[CH2:37][CH2:36]1, predict the reaction product. The product is: [NH:38]1[CH2:39][CH2:40][CH2:41][CH:35]([NH:34][C:27](=[O:29])[C:26]2[CH:30]=[CH:31][C:23]([NH:22][C:20]3[N:19]=[CH:18][C:9]4[N:10]([CH3:17])[C:11](=[O:16])[C:12]([CH3:15])([CH3:14])[CH2:13][N:7]([CH:1]5[CH2:2][CH2:3][CH2:4][CH2:5][CH2:6]5)[C:8]=4[N:21]=3)=[C:24]([O:32][CH3:33])[CH:25]=2)[CH2:36][CH2:37]1. (5) Given the reactants O=P(Cl)(Cl)Cl.CN([CH:9]=[O:10])C.[F:11][C:12]([F:22])([F:21])[C:13]1[N:14]=[C:15]2[N:19]([CH:20]=1)[CH:18]=[CH:17][S:16]2.Cl([O-])=[O:24].[Na+].O.O.P([O-])(O)(O)=O.[Na+], predict the reaction product. The product is: [F:22][C:12]([F:21])([F:11])[C:13]1[N:14]=[C:15]2[N:19]([C:20]=1[C:9]([OH:10])=[O:24])[CH:18]=[CH:17][S:16]2. (6) Given the reactants Br[C:2]1[CH:7]=[CH:6][C:5]([Br:8])=[CH:4][C:3]=1[NH:9][C:10](=[S:22])[C:11]1[CH:16]=[CH:15][C:14]([S:17]([CH3:20])(=[O:19])=[O:18])=[CH:13][C:12]=1[F:21].[H-].[Na+], predict the reaction product. The product is: [Br:8][C:5]1[CH:6]=[CH:7][C:2]2[S:22][C:10]([C:11]3[CH:16]=[CH:15][C:14]([S:17]([CH3:20])(=[O:19])=[O:18])=[CH:13][C:12]=3[F:21])=[N:9][C:3]=2[CH:4]=1. (7) The product is: [Cl:1][C:2]1[CH:7]=[CH:6][CH:5]=[C:4]([F:8])[C:3]=1[NH:9][C:10]1[NH:22][C:21]2[C:16]3[N:17]=[C:18]([CH3:20])[O:19][C:15]=3[C:14]([C:23]([NH:32][C:31]3[CH:33]=[CH:34][C:28]([F:27])=[C:29]([C:35]([F:38])([F:36])[F:37])[CH:30]=3)=[O:25])=[CH:13][C:12]=2[N:11]=1. Given the reactants [Cl:1][C:2]1[CH:7]=[CH:6][CH:5]=[C:4]([F:8])[C:3]=1[NH:9][C:10]1[NH:22][C:21]2[C:16]3[N:17]=[C:18]([CH3:20])[O:19][C:15]=3[C:14]([C:23]([O:25]C)=O)=[CH:13][C:12]=2[N:11]=1.[F:27][C:28]1[CH:34]=[CH:33][C:31]([NH2:32])=[CH:30][C:29]=1[C:35]([F:38])([F:37])[F:36].C[Al](C)C, predict the reaction product.